From a dataset of Reaction yield outcomes from USPTO patents with 853,638 reactions. Predict the reaction yield, written as a fraction of the theoretical maximum amount of product (1.0 means a 100% yield; for example, 0.34 means a 34% yield). (1) The reactants are [F:1][C:2]1[CH:7]=[CH:6][C:5]([CH2:8][CH2:9][C:10]2[CH:17]=[CH:16][C:15]([F:18])=[CH:14][C:11]=2[C:12]#N)=[CH:4][CH:3]=1.[OH-:19].[Na+].[OH2:21].Cl. The catalyst is C(O)CO. The product is [F:1][C:2]1[CH:7]=[CH:6][C:5]([CH2:8][CH2:9][C:10]2[CH:17]=[CH:16][C:15]([F:18])=[CH:14][C:11]=2[C:12]([OH:21])=[O:19])=[CH:4][CH:3]=1. The yield is 0.884. (2) The reactants are [CH3:1][C:2]1[C:3]([C:11]2[S:15][C:14]([C:16]([OH:18])=O)=[CH:13][CH:12]=2)=[N:4][O:5][C:6]=1[C:7]([F:10])([F:9])[F:8].[NH:19]1[CH2:24][CH2:23][S:22](=[O:26])(=[O:25])[CH2:21][CH2:20]1. No catalyst specified. The product is [O:25]=[S:22]1(=[O:26])[CH2:23][CH2:24][N:19]([C:16]([C:14]2[S:15][C:11]([C:3]3[C:2]([CH3:1])=[C:6]([C:7]([F:8])([F:9])[F:10])[O:5][N:4]=3)=[CH:12][CH:13]=2)=[O:18])[CH2:20][CH2:21]1. The yield is 0.800.